Predict the product of the given reaction. From a dataset of Forward reaction prediction with 1.9M reactions from USPTO patents (1976-2016). (1) The product is: [Br:23][CH:9]([C:11]1[CH:16]=[CH:15][CH:14]=[C:13]([C:17]([F:20])([F:19])[F:18])[CH:12]=1)[C:5]1[CH:6]=[CH:7][CH:8]=[C:3]([C:2]([F:22])([F:21])[F:1])[CH:4]=1. Given the reactants [F:1][C:2]([F:22])([F:21])[C:3]1[CH:4]=[C:5]([CH:9]([C:11]2[CH:16]=[CH:15][CH:14]=[C:13]([C:17]([F:20])([F:19])[F:18])[CH:12]=2)O)[CH:6]=[CH:7][CH:8]=1.[BrH:23], predict the reaction product. (2) Given the reactants [CH2:1]([NH:3][C:4]([N:6]=[C:7](OC)[C:8]1[CH:13]=[CH:12][CH:11]=[CH:10][CH:9]=1)=[O:5])[CH3:2].Cl.Cl.[NH2:18][CH:19]([CH2:32][CH:33]1[CH2:38][CH2:37][CH2:36][CH2:35][CH2:34]1)[C:20]([NH:22][C:23]1([C:30]#[N:31])[CH2:28][CH2:27][N:26]([CH3:29])[CH2:25][CH2:24]1)=[O:21].C(N(CC)C(C)C)(C)C, predict the reaction product. The product is: [C:30]([C:23]1([NH:22][C:20](=[O:21])[CH:19]([NH:18][C:7](=[N:6][C:4](=[O:5])[NH:3][CH2:1][CH3:2])[C:8]2[CH:9]=[CH:10][CH:11]=[CH:12][CH:13]=2)[CH2:32][CH:33]2[CH2:34][CH2:35][CH2:36][CH2:37][CH2:38]2)[CH2:24][CH2:25][N:26]([CH3:29])[CH2:27][CH2:28]1)#[N:31]. (3) Given the reactants [S:1]1[C:5]2=[CH:6][N:7]=[CH:8][CH:9]=[C:4]2[CH:3]=[C:2]1[C:10]([O:12][CH3:13])=[O:11].[C:14](#N)C, predict the reaction product. The product is: [CH3:14][N:7]1[CH2:8][CH2:9][C:4]2[CH:3]=[C:2]([C:10]([O:12][CH3:13])=[O:11])[S:1][C:5]=2[CH2:6]1. (4) Given the reactants [Cl:1][C:2]1[CH:6]=[CH:5][N:4]([CH2:7][C:8](=O)[CH3:9])[C:3]=1[C:11]([O:13]C)=O.[NH3:15], predict the reaction product. The product is: [Cl:1][C:2]1[CH:6]=[CH:5][N:4]2[CH:7]=[C:8]([CH3:9])[NH:15][C:11](=[O:13])[C:3]=12.